From a dataset of Reaction yield outcomes from USPTO patents with 853,638 reactions. Predict the reaction yield, written as a fraction of the theoretical maximum amount of product (1.0 means a 100% yield; for example, 0.34 means a 34% yield). The reactants are [Cl:1][C:2]1[CH:3]=[C:4]([NH:9][C:10]2[C:11]3[CH2:18][C:17](=[O:19])[N:16]([CH3:20])[C:12]=3[N:13]=[CH:14][N:15]=2)[CH:5]=[CH:6][C:7]=1[F:8].[CH3:21][C:22]1[CH:26]=[C:25]([C:27]([N:29]2[CH2:34][CH2:33][N:32]([CH3:35])[CH2:31][CH2:30]2)=[O:28])[NH:24][C:23]=1[CH:36]=O. The product is [Cl:1][C:2]1[CH:3]=[C:4]([NH:9][C:10]2[C:11]3[C:18](=[CH:36][C:23]4[NH:24][C:25]([C:27]([N:29]5[CH2:30][CH2:31][N:32]([CH3:35])[CH2:33][CH2:34]5)=[O:28])=[CH:26][C:22]=4[CH3:21])[C:17](=[O:19])[N:16]([CH3:20])[C:12]=3[N:13]=[CH:14][N:15]=2)[CH:5]=[CH:6][C:7]=1[F:8]. The catalyst is N1CCCCC1.C(O)C.O. The yield is 0.720.